From a dataset of Experimentally validated miRNA-target interactions with 360,000+ pairs, plus equal number of negative samples. Binary Classification. Given a miRNA mature sequence and a target amino acid sequence, predict their likelihood of interaction. (1) The miRNA is hsa-miR-6835-3p with sequence AAAAGCACUUUUCUGUCUCCCAG. The protein sequence of the target gene is MDWLMGKSKAKPNGKKPAAEEKKVYLEPEHTKSRITDFEFKELVVLPREIDLNEWLASNTTTFFHHINLQYSTISEFCTGETCQTMAVCNTQYYWYDERGKKVKCTAPQYVDFVMSSVQKLVTDEDVFPTKYGREFPSSFESLVKKICKYLFHVLGHIYWAHFKETLALELHGHLNTLYVHFILFAREFNLLDPKETAVMDDLTEVLCSSPGNSGATGDGANSGASGAQNHVKER. Result: 0 (no interaction). (2) The miRNA is hsa-miR-122-3p with sequence AACGCCAUUAUCACACUAAAUA. The protein sequence of the target gene is MDGDGDPESVGQPEEASPEEQPEEASAEEERPEDQQEEEAAAAAAYLDELPEPLLLRVLAALPAAELVQACRLVCLRWKELVDGAPLWLLKCQQEGLVPEGGVEEERDHWQQFYFLSKRRRNLLRNPCGEEDLEGWCDVEHGGDGWRVEELPGDSGVEFTHDESVKKYFASSFEWCRKAQVIDLQAEGYWEELLDTTQPAIVVKDWYSGRSDAGCLYELTVKLLSEHENVLAEFSSGQVAVPQDSDGGGWMEISHTFTDYGPGVRFVRFEHGGQDSVYWKGWFGARVTNSSVWVEP. Result: 0 (no interaction). (3) The miRNA is hsa-miR-98-5p with sequence UGAGGUAGUAAGUUGUAUUGUU. The protein sequence of the target gene is MEEIPVKVAVRIRPLLCKEALHNHQVCVRVIPNSQQVIIGRDRVFTFDFVFGKNSTQDEVYNTCIKPLVLSLIEGYNATVFAYGQTGSGKTYTIGGGHIASVVEGQKGIIPRAIQEIFQSISEHPSIDFNVKVSYIEVYKEDLRDLLELETSMKDLHIREDEKGNTVIVGAKECHVESAGEVMSLLEMGNAARHTGTTQMNEHSSRSHAIFTISICQVHKNMEAAEDGSWYSPRHIVSKFHFVDLAGSERVTKTGNTGERFKESIQINSGLLALGNVISALGDPRRKSSHIPYRDAKITR.... Result: 1 (interaction).